Dataset: Reaction yield outcomes from USPTO patents with 853,638 reactions. Task: Predict the reaction yield, written as a fraction of the theoretical maximum amount of product (1.0 means a 100% yield; for example, 0.34 means a 34% yield). (1) The reactants are [C@:1]12([CH3:28])[C:7]([CH3:9])([CH3:8])[CH:4]([CH2:5][CH2:6]1)[CH2:3][CH:2]2[C:10]([O:12][CH:13]([C:18]1[CH:23]=[CH:22][C:21]([I:24])=[CH:20][C:19]=1[N+:25]([O-:27])=[O:26])[C:14](C)([CH3:16])[CH3:15])=[O:11]. The catalyst is CO. The product is [C@:1]12([CH3:28])[C:7]([CH3:9])([CH3:8])[CH:4]([CH2:5][CH2:6]1)[CH2:3][CH:2]2[C:10]([O:12][CH:13]([C:18]1[CH:23]=[CH:22][C:21]([I:24])=[CH:20][C:19]=1[N+:25]([O-:27])=[O:26])[CH:14]([CH3:15])[CH3:16])=[O:11]. The yield is 0.390. (2) The reactants are [NH2:1][C:2]1[CH:7]=[CH:6][CH:5]=[CH:4][C:3]=1[NH:8][C:9]([NH:11][C:12]1[CH:17]=[CH:16][C:15]([C:18]2[N:23]=[C:22]([N:24]3[CH2:29][CH2:28][O:27][CH2:26][CH2:25]3)[C:21]([O:30][CH3:31])=[CH:20][N:19]=2)=[CH:14][CH:13]=1)=S.C1CCC(N=C=NC2CCCCC2)CC1. The catalyst is C1COCC1. The product is [NH:8]1[C:3]2[CH:4]=[CH:5][CH:6]=[CH:7][C:2]=2[N:1]=[C:9]1[NH:11][C:12]1[CH:17]=[CH:16][C:15]([C:18]2[N:23]=[C:22]([N:24]3[CH2:29][CH2:28][O:27][CH2:26][CH2:25]3)[C:21]([O:30][CH3:31])=[CH:20][N:19]=2)=[CH:14][CH:13]=1. The yield is 0.684. (3) The reactants are C([SiH2][O:6][C:7](C)(C)[C:8]1[CH:9]=[CH:10][C:11]([NH:14][C:15](=[O:34])[C:16]2[CH:21]=[C:20]([O:22][CH2:23][CH2:24][C:25]3[CH:29]=[CH:28][S:27][CH:26]=3)[CH:19]=[C:18]([O:30][CH:31]([CH3:33])[CH3:32])[CH:17]=2)=[N:12][CH:13]=1)(C)(C)C.[F-].C([N+](CCCC)(CCCC)CCCC)CCC. The catalyst is C1COCC1. The product is [OH:6][CH2:7][C:8]1[CH:9]=[CH:10][C:11]([NH:14][C:15](=[O:34])[C:16]2[CH:21]=[C:20]([O:22][CH2:23][CH2:24][C:25]3[CH:29]=[CH:28][S:27][CH:26]=3)[CH:19]=[C:18]([O:30][CH:31]([CH3:32])[CH3:33])[CH:17]=2)=[N:12][CH:13]=1. The yield is 0.749. (4) The reactants are I([O-])(=O)(=O)=O.[Na+].[Cl:7][C:8]1[CH:13]=[CH:12][C:11]([C:14]2[O:15][C:16]3[CH:26]=[C:25]([N:27]([C:32]4[CH:37]=[CH:36][C:35]([B:38]5[O:42]C(C)(C)C(C)(C)[O:39]5)=[C:34]([F:47])[CH:33]=4)[S:28]([CH3:31])(=[O:30])=[O:29])[C:24]([CH:48]4[CH2:50][CH2:49]4)=[CH:23][C:17]=3[C:18]=2[C:19]([NH:21][CH3:22])=[O:20])=[CH:10][CH:9]=1.Cl.CCOC(C)=O. The catalyst is C1COCC1.O. The product is [Cl:7][C:8]1[CH:13]=[CH:12][C:11]([C:14]2[O:15][C:16]3[CH:26]=[C:25]([N:27]([C:32]4[CH:37]=[CH:36][C:35]([B:38]([OH:39])[OH:42])=[C:34]([F:47])[CH:33]=4)[S:28]([CH3:31])(=[O:30])=[O:29])[C:24]([CH:48]4[CH2:49][CH2:50]4)=[CH:23][C:17]=3[C:18]=2[C:19](=[O:20])[NH:21][CH3:22])=[CH:10][CH:9]=1. The yield is 0.560. (5) The reactants are [C:1]([O:5][C:6]([NH:8][CH:9]([CH2:13][CH:14]1[CH2:19][CH2:18][O:17][CH2:16][CH2:15]1)[C:10]([OH:12])=O)=[O:7])([CH3:4])([CH3:3])[CH3:2].CN(C)CCCN=C=NCC.ON1C2C=CC=CC=2N=N1.[NH2:41][C:42]1[CH:46]=[CH:45][N:44]([CH2:47][C:48]([CH3:51])([OH:50])[CH3:49])[N:43]=1. The catalyst is ClCCl. The product is [C:1]([O:5][C:6](=[O:7])[NH:8][CH:9]([C:10](=[O:12])[NH:41][C:42]1[CH:46]=[CH:45][N:44]([CH2:47][C:48]([OH:50])([CH3:49])[CH3:51])[N:43]=1)[CH2:13][CH:14]1[CH2:19][CH2:18][O:17][CH2:16][CH2:15]1)([CH3:2])([CH3:3])[CH3:4]. The yield is 0.930. (6) The reactants are [C:1]([C:3]1[N:8]=[C:7]([NH:9][C:10]2[CH:11]=[C:12]([CH:16]=[CH:17][N:18]=2)[C:13]([OH:15])=O)[CH:6]=[CH:5][CH:4]=1)#[N:2].[Br:19][C:20]1[CH:21]=[C:22]([NH2:26])[CH:23]=[N:24][CH:25]=1.CCN(C(C)C)C(C)C.CCCP1(OP(CCC)(=O)OP(CCC)(=O)O1)=O.C(=O)(O)[O-].[Na+]. The catalyst is C(OCC)(=O)C.O. The product is [Br:19][C:20]1[CH:21]=[C:22]([NH:26][C:13](=[O:15])[C:12]2[CH:16]=[CH:17][N:18]=[C:10]([NH:9][C:7]3[CH:6]=[CH:5][CH:4]=[C:3]([C:1]#[N:2])[N:8]=3)[CH:11]=2)[CH:23]=[N:24][CH:25]=1. The yield is 0.910. (7) The reactants are [CH2:1]([C:3]([C:19]1[CH:24]=[CH:23][C:22](/[CH:25]=[CH:26]/[C:27]([O:29]C(C)(C)C)=[O:28])=[CH:21][CH:20]=1)=[C:4]([C:12]1[CH:17]=[CH:16][C:15]([OH:18])=[CH:14][CH:13]=1)[C:5]1[CH:10]=[CH:9][C:8]([OH:11])=[CH:7][CH:6]=1)[CH3:2].C(C(O)=O)(F)(F)F. The catalyst is C(Cl)Cl. The product is [CH2:1]([C:3]([C:19]1[CH:20]=[CH:21][C:22](/[CH:25]=[CH:26]/[C:27]([OH:29])=[O:28])=[CH:23][CH:24]=1)=[C:4]([C:5]1[CH:10]=[CH:9][C:8]([OH:11])=[CH:7][CH:6]=1)[C:12]1[CH:13]=[CH:14][C:15]([OH:18])=[CH:16][CH:17]=1)[CH3:2]. The yield is 0.860. (8) The yield is 0.230. The reactants are [NH2:1][C:2]1[N:10]=[CH:9][N:8]=[C:7]2[C:3]=1[N:4]=[C:5]([SH:11])[NH:6]2.Br[C:13]1[C:22]([N+:23]([O-:25])=[O:24])=[CH:21][C:16]2[O:17][CH2:18][CH2:19][O:20][C:15]=2[CH:14]=1.C([O-])([O-])=O.[K+].[K+]. The product is [N+:23]([C:22]1[C:13]([S:11][C:5]2[NH:6][C:7]3[C:3]([N:4]=2)=[C:2]([NH2:1])[N:10]=[CH:9][N:8]=3)=[CH:14][C:15]2[O:20][CH2:19][CH2:18][O:17][C:16]=2[CH:21]=1)([O-:25])=[O:24]. The catalyst is CN(C=O)C.